This data is from Forward reaction prediction with 1.9M reactions from USPTO patents (1976-2016). The task is: Predict the product of the given reaction. (1) Given the reactants C(=O)([O-])[O-].[Na+].[Na+].Br[C:8]1[S:12][C:11]([C:13]([O:15]CC)=[O:14])=[N:10][C:9]=1[C:18]1[CH:23]=[CH:22][CH:21]=[C:20]([C:24]#[N:25])[CH:19]=1.[Cl:26][C:27]1[CH:28]=[C:29](B(O)O)[CH:30]=[CH:31][CH:32]=1, predict the reaction product. The product is: [Cl:26][C:27]1[CH:32]=[C:31]([C:8]2[S:12][C:11]([C:13]([OH:15])=[O:14])=[N:10][C:9]=2[C:18]2[CH:23]=[CH:22][CH:21]=[C:20]([C:24]#[N:25])[CH:19]=2)[CH:30]=[CH:29][CH:28]=1. (2) The product is: [CH3:36][O:35][N:34]([CH3:33])[C:4](=[O:5])[C:3]1[CH:7]=[CH:8][CH:9]=[CH:10][C:2]=1[CH3:1]. Given the reactants [CH3:1][C:2]1[CH:10]=[CH:9][CH:8]=[CH:7][C:3]=1[C:4](O)=[O:5].Cl.CN(C)CCCN=C=NCC.C(N(CC)C(C)C)(C)C.Cl.[CH3:33][NH:34][O:35][CH3:36], predict the reaction product. (3) Given the reactants [NH:1]1[C:9]2[C:4](=[CH:5][CH:6]=[CH:7][CH:8]=2)[CH:3]=[C:2]1[C:10]1[CH:15]=[CH:14][CH:13]=[CH:12][C:11]=1[NH:16][C:17](=[O:27])[CH2:18][C:19]1[CH:24]=[CH:23][CH:22]=[CH:21][C:20]=1[O:25]C.COC.B(Br)(Br)Br, predict the reaction product. The product is: [OH:25][C:20]1[CH:21]=[CH:22][CH:23]=[CH:24][C:19]=1[CH2:18][C:17]([NH:16][C:11]1[CH:12]=[CH:13][CH:14]=[CH:15][C:10]=1[C:2]1[NH:1][C:9]2[C:4]([CH:3]=1)=[CH:5][CH:6]=[CH:7][CH:8]=2)=[O:27]. (4) Given the reactants [Cl:1][C:2]1[CH:3]=[C:4]([C:9]2([C:15]([F:18])([F:17])[F:16])[O:13][CH:12](O)[CH2:11][CH2:10]2)[CH:5]=[C:6]([Cl:8])[CH:7]=1.C1(C)C=CC(S([O-])(=O)=O)=CC=1.[NH+]1C=CC=CC=1, predict the reaction product. The product is: [Cl:8][C:6]1[CH:5]=[C:4]([C:9]2([C:15]([F:18])([F:17])[F:16])[CH2:10][CH:11]=[CH:12][O:13]2)[CH:3]=[C:2]([Cl:1])[CH:7]=1. (5) Given the reactants [C:1]1(=[O:7])[CH2:6][CH2:5][CH2:4][CH:3]=[CH:2]1.[CH2:8]([PH:12][CH2:13][CH:14]([CH3:16])[CH3:15])[CH:9]([CH3:11])[CH3:10], predict the reaction product. The product is: [CH2:8]([P:12]([CH2:13][CH:14]([CH3:16])[CH3:15])[CH:3]1[CH2:4][CH2:5][CH2:6][C:1](=[O:7])[CH2:2]1)[CH:9]([CH3:11])[CH3:10]. (6) Given the reactants [NH2:1][C:2]1[C:3]([SH:12])=[CH:4][C:5]2[C:10]([CH:11]=1)=[CH:9][CH:8]=[CH:7][CH:6]=2.[CH2:13]([CH:15]([CH2:26][CH3:27])[CH2:16][C:17]1([C:23](Cl)=[O:24])[CH2:22][CH2:21][CH2:20][CH2:19][CH2:18]1)[CH3:14], predict the reaction product. The product is: [CH2:13]([CH:15]([CH2:26][CH3:27])[CH2:16][C:17]1([C:23]([NH:1][C:2]2[C:3]([S:12][C:23]([C:17]3([CH2:16][CH:15]([CH2:26][CH3:27])[CH2:13][CH3:14])[CH2:18][CH2:19][CH2:20][CH2:21][CH2:22]3)=[O:24])=[CH:4][C:5]3[C:10]([CH:11]=2)=[CH:9][CH:8]=[CH:7][CH:6]=3)=[O:24])[CH2:22][CH2:21][CH2:20][CH2:19][CH2:18]1)[CH3:14]. (7) Given the reactants [N-:1]=[N+:2]=[N-:3].[Na+].Br[CH2:6][C:7]1[CH:8]=[C:9]([C:18]([O:20][CH2:21][CH3:22])=[O:19])[N:10]([C:12]2[CH:17]=[CH:16][CH:15]=[CH:14][CH:13]=2)[N:11]=1.O, predict the reaction product. The product is: [N:1]([CH2:6][C:7]1[CH:8]=[C:9]([C:18]([O:20][CH2:21][CH3:22])=[O:19])[N:10]([C:12]2[CH:17]=[CH:16][CH:15]=[CH:14][CH:13]=2)[N:11]=1)=[N+:2]=[N-:3].